Task: Predict which catalyst facilitates the given reaction.. Dataset: Catalyst prediction with 721,799 reactions and 888 catalyst types from USPTO (1) Reactant: [Br:1][C:2]1[CH:3]=[CH:4][C:5]([OH:10])=[C:6]([CH:9]=1)[CH:7]=[O:8].C([O-])([O-])=O.[K+].[K+].Br[CH2:18][CH2:19][O:20][Si:21]([C:24]([CH3:27])([CH3:26])[CH3:25])([CH3:23])[CH3:22].O. Product: [Br:1][C:2]1[CH:3]=[CH:4][C:5]([O:10][CH2:18][CH2:19][O:20][Si:21]([C:24]([CH3:27])([CH3:26])[CH3:25])([CH3:23])[CH3:22])=[C:6]([CH:9]=1)[CH:7]=[O:8]. The catalyst class is: 9. (2) Product: [CH3:14][Si:15]([CH3:22])([CH3:21])[CH2:16][CH2:17][O:18][CH2:19][O:7][C:8]1[CH:9]=[N:10][CH:11]=[CH:12][CH:13]=1. The catalyst class is: 198. Reactant: CC(C)([O-])C.[K+].[OH:7][C:8]1[CH:9]=[N:10][CH:11]=[CH:12][CH:13]=1.[CH3:14][Si:15]([CH3:22])([CH3:21])[CH2:16][CH2:17][O:18][CH2:19]Cl. (3) The catalyst class is: 255. Reactant: [CH3:1][O:2][C:3]1[N:8]=[C:7]([C:9]2[N:20]=[C:12]3[CH:13]([C:17](O)=[O:18])[CH2:14][CH2:15][CH2:16][N:11]3[N:10]=2)[CH:6]=[CH:5][C:4]=1[N:21]1[CH:25]=[C:24]([CH3:26])[N:23]=[CH:22]1.[NH2:27][C:28]1[CH:33]=[CH:32][CH:31]=[CH:30][CH:29]=1.Cl.C(N=C=NCCCN(C)C)C.ON1C2C=CC=CC=2N=N1.C(N(CC)C(C)C)(C)C. Product: [C:28]1([NH:27][C:17]([CH:13]2[CH2:14][CH2:15][CH2:16][N:11]3[N:10]=[C:9]([C:7]4[CH:6]=[CH:5][C:4]([N:21]5[CH:25]=[C:24]([CH3:26])[N:23]=[CH:22]5)=[C:3]([O:2][CH3:1])[N:8]=4)[N:20]=[C:12]23)=[O:18])[CH:33]=[CH:32][CH:31]=[CH:30][CH:29]=1. (4) Reactant: Cl[Si](C)(C)C.Br[C:7]([F:14])([F:13])[C:8]([O:10][CH2:11][CH3:12])=[O:9].N1([CH2:24][NH:25][CH2:26][CH2:27][CH2:28][C:29]2[CH:34]=[CH:33][CH:32]=[CH:31][CH:30]=2)C2C=CC=CC=2N=N1. Product: [CH2:11]([O:10][C:8](=[O:9])[C:7]([F:14])([F:13])[CH2:24][NH:25][CH2:26][CH2:27][CH2:28][C:29]1[CH:34]=[CH:33][CH:32]=[CH:31][CH:30]=1)[CH3:12]. The catalyst class is: 772.